From a dataset of Full USPTO retrosynthesis dataset with 1.9M reactions from patents (1976-2016). Predict the reactants needed to synthesize the given product. (1) Given the product [F:44][C:39]1[CH:38]=[C:37]([C:35]2[CH:36]=[C:31]([CH2:28][OH:29])[C:32](=[O:49])[N:33]([CH2:45][CH:46]([CH3:47])[CH3:48])[N:34]=2)[CH:42]=[CH:41][C:40]=1[F:43], predict the reactants needed to synthesize it. The reactants are: FC1C=CC(C2C=C(CN3CCN(C)CC3)C(=O)N(CC(C)C)N=2)=CC=1C.[C:28]([C:31]1[C:32](=[O:49])[N:33]([CH2:45][CH:46]([CH3:48])[CH3:47])[N:34]=[C:35]([C:37]2[CH:42]=[CH:41][C:40]([F:43])=[C:39]([F:44])[CH:38]=2)[CH:36]=1)(O)=[O:29]. (2) Given the product [CH3:29][N:30]([CH3:31])[C:6]1[C:5]2[C:10](=[CH:11][C:2]([F:1])=[C:3]([N:23]3[CH2:24][CH2:25][CH2:26][CH2:27][CH2:28]3)[CH:4]=2)[N:9]=[C:8]([N:12]2[CH:16]=[C:15]([C:17]([OH:19])=[O:18])[CH:14]=[N:13]2)[N:7]=1, predict the reactants needed to synthesize it. The reactants are: [F:1][C:2]1[CH:11]=[C:10]2[C:5]([C:6](=O)[NH:7][C:8]([N:12]3[CH:16]=[C:15]([C:17]([O:19]CC)=[O:18])[CH:14]=[N:13]3)=[N:9]2)=[CH:4][C:3]=1[N:23]1[CH2:28][CH2:27][CH2:26][CH2:25][CH2:24]1.[CH3:29][NH:30][CH3:31]. (3) Given the product [Br:1][C:2]1[CH:3]=[CH:4]/[C:5](=[N:8]/[S:9]([C:12]2[CH:17]=[CH:16][C:15]([CH3:18])=[CH:14][CH:13]=2)(=[O:11])=[O:10])/[N:6]([CH2:29][C:30]([NH2:32])=[O:31])[CH:7]=1, predict the reactants needed to synthesize it. The reactants are: [Br:1][C:2]1[CH:3]=[CH:4]/[C:5](=[N:8]/[S:9]([C:12]2[CH:17]=[CH:16][C:15]([CH3:18])=[CH:14][CH:13]=2)(=[O:11])=[O:10])/[NH:6][CH:7]=1.CCN(C(C)C)C(C)C.Br[CH2:29][C:30]([NH2:32])=[O:31].O. (4) Given the product [F:1][C:2]1[CH:7]=[CH:6][C:5]([N:8]2[C:12]([C:13]([O:15][CH2:16][CH3:17])=[O:14])=[CH:11][N:10]=[C:9]2[CH2:18][NH:23][C:22]2[C:24]([F:29])=[CH:25][CH:26]=[C:27]([F:28])[C:21]=2[F:20])=[CH:4][CH:3]=1, predict the reactants needed to synthesize it. The reactants are: [F:1][C:2]1[CH:7]=[CH:6][C:5]([N:8]2[C:12]([C:13]([O:15][CH2:16][CH3:17])=[O:14])=[CH:11][N:10]=[C:9]2[CH:18]=O)=[CH:4][CH:3]=1.[F:20][C:21]1[C:27]([F:28])=[CH:26][CH:25]=[C:24]([F:29])[C:22]=1[NH2:23].[B][B][B][B][B][B][B][B][B][B]. (5) Given the product [C:1]12([CH2:11][CH2:12][O:13][C:14]3[CH:15]=[C:16]([CH2:20][C@H:21]([NH:23][CH2:24][C@@H:25]([C:27]4[CH:36]=[CH:35][C:34]([OH:37])=[C:33]5[C:28]=4[CH:29]=[CH:30][C:31](=[O:45])[NH:32]5)[OH:26])[CH3:22])[CH:17]=[CH:18][CH:19]=3)[CH2:10][CH:5]3[CH2:4][CH:3]([CH2:9][CH:7]([CH2:6]3)[CH2:8]1)[CH2:2]2, predict the reactants needed to synthesize it. The reactants are: [C:1]12([CH2:11][CH2:12][O:13][C:14]3[CH:15]=[C:16]([CH2:20][C@H:21]([NH:23][CH2:24][C@@H:25]([C:27]4[CH:36]=[CH:35][C:34]([O:37]CC5C=CC=CC=5)=[C:33]5[C:28]=4[CH:29]=[CH:30][C:31](=[O:45])[NH:32]5)[OH:26])[CH3:22])[CH:17]=[CH:18][CH:19]=3)[CH2:10][CH:5]3[CH2:6][CH:7]([CH2:9][CH:3]([CH2:4]3)[CH2:2]1)[CH2:8]2. (6) Given the product [F:1][C:2]1[CH:3]=[CH:4][C:5]([N+:11]([O-:13])=[O:12])=[C:6]([CH:10]=1)[C:7]([O:9][C:15]([CH3:17])([CH3:16])[CH3:14])=[O:8], predict the reactants needed to synthesize it. The reactants are: [F:1][C:2]1[CH:3]=[CH:4][C:5]([N+:11]([O-:13])=[O:12])=[C:6]([CH:10]=1)[C:7]([OH:9])=[O:8].[CH3:14][C:15](OC(OC(O[C:15]([CH3:17])([CH3:16])[CH3:14])=O)=O)([CH3:17])[CH3:16].C(O)(C)(C)C. (7) Given the product [Cl:25][CH:24]([Cl:26])[C:23]([NH:22][C@H:19]([CH2:20][F:21])[C@H:18]([OH:28])[C:15]1[CH:14]=[CH:13][C:12]([N:9]2[CH:3]=[C:2]([CH2:1][NH:4][S:5]([CH3:8])(=[O:7])=[O:6])[N:11]=[N:10]2)=[CH:17][CH:16]=1)=[O:27], predict the reactants needed to synthesize it. The reactants are: [CH2:1]([NH:4][S:5]([CH3:8])(=[O:7])=[O:6])[C:2]#[CH:3].[N:9]([C:12]1[CH:17]=[CH:16][C:15]([C@@H:18]([OH:28])[C@H:19]([NH:22][C:23](=[O:27])[CH:24]([Cl:26])[Cl:25])[CH2:20][F:21])=[CH:14][CH:13]=1)=[N+:10]=[N-:11].